Dataset: CYP2D6 inhibition data for predicting drug metabolism from PubChem BioAssay. Task: Regression/Classification. Given a drug SMILES string, predict its absorption, distribution, metabolism, or excretion properties. Task type varies by dataset: regression for continuous measurements (e.g., permeability, clearance, half-life) or binary classification for categorical outcomes (e.g., BBB penetration, CYP inhibition). Dataset: cyp2d6_veith. (1) The molecule is COc1cccc(NC(=O)c2oc3ccccc3c2NC(C)=O)c1. The result is 0 (non-inhibitor). (2) The compound is COc1ccc(-n2c(=O)c(CCc3ccccc3)nc3cnc(N4CCOCC4)nc32)cc1. The result is 0 (non-inhibitor). (3) The drug is COc1ccccc1-c1ccc2ncnc(NC3CC3)c2c1. The result is 1 (inhibitor). (4) The molecule is O=c1c(-c2ccc(Cl)cc2)nc2cnc(Oc3ccccc3)nc2n1C1CC1. The result is 0 (non-inhibitor).